From a dataset of Peptide-MHC class I binding affinity with 185,985 pairs from IEDB/IMGT. Regression. Given a peptide amino acid sequence and an MHC pseudo amino acid sequence, predict their binding affinity value. This is MHC class I binding data. (1) The peptide sequence is QAYAAPQLF. The MHC is HLA-A26:01 with pseudo-sequence HLA-A26:01. The binding affinity (normalized) is 0.213. (2) The peptide sequence is KYFDDVTAF. The MHC is HLA-C14:02 with pseudo-sequence YSAGYREKYRQTDVSNLYLWFDSYTWAERAYTWY. The binding affinity (normalized) is 1.00. (3) The peptide sequence is LLFRMILNY. The MHC is HLA-A26:01 with pseudo-sequence YYAMYRNNVAHTDANTLYIRYQDYTWAEWAYRWY. The binding affinity (normalized) is 0.0847. (4) The peptide sequence is WENGFKVVL. The MHC is HLA-B48:01 with pseudo-sequence HLA-B48:01. The binding affinity (normalized) is 0.574. (5) The peptide sequence is LMAEDLANV. The MHC is HLA-B27:05 with pseudo-sequence HLA-B27:05. The binding affinity (normalized) is 0.0847. (6) The peptide sequence is AQTVEDEARR. The MHC is HLA-A24:02 with pseudo-sequence HLA-A24:02. The binding affinity (normalized) is 0. (7) The peptide sequence is AAVQLLFPA. The MHC is H-2-Db with pseudo-sequence H-2-Db. The binding affinity (normalized) is 0.459. (8) The peptide sequence is RLLIWAYLSK. The MHC is H-2-Db with pseudo-sequence H-2-Db. The binding affinity (normalized) is 0. (9) The peptide sequence is ELHNGFTGY. The MHC is HLA-B15:17 with pseudo-sequence HLA-B15:17. The binding affinity (normalized) is 0.0847. (10) The MHC is HLA-B27:05 with pseudo-sequence HLA-B27:05. The peptide sequence is KRYKGLLPKDI. The binding affinity (normalized) is 0.213.